Task: Predict which catalyst facilitates the given reaction.. Dataset: Catalyst prediction with 721,799 reactions and 888 catalyst types from USPTO Reactant: [CH:1]1([N:6]2[CH2:12][C:11]([CH2:14][CH3:15])([CH3:13])[C:10](=[O:16])[N:9]([CH3:17])[C:8]3[CH:18]=[N:19][C:20]([NH:22][C:23]4[CH:31]=[CH:30][C:26]([C:27](O)=[O:28])=[CH:25][C:24]=4[O:32][CH3:33])=[N:21][C:7]2=3)[CH2:5][CH2:4][CH2:3][CH2:2]1.C[CH2:35][N:36]([CH:40]([CH3:42])C)[CH:37]([CH3:39])C.[CH3:43][N:44](C(ON1N=NC2C=CC=NC1=2)=[N+](C)C)C.F[P-](F)(F)(F)(F)F. Product: [CH:1]1([N:6]2[CH2:12][C:11]([CH2:14][CH3:15])([CH3:13])[C:10](=[O:16])[N:9]([CH3:17])[C:8]3[CH:18]=[N:19][C:20]([NH:22][C:23]4[CH:31]=[CH:30][C:26]([C:27]([NH:44][CH:43]5[CH2:39][CH2:37][N:36]([CH3:35])[CH2:40][CH2:42]5)=[O:28])=[CH:25][C:24]=4[O:32][CH3:33])=[N:21][C:7]2=3)[CH2:5][CH2:4][CH2:3][CH2:2]1. The catalyst class is: 39.